Dataset: Forward reaction prediction with 1.9M reactions from USPTO patents (1976-2016). Task: Predict the product of the given reaction. Given the reactants O=P(Cl)(Cl)Cl.[CH3:6][NH:7][C:8](=O)[CH3:9].[CH3:11][S:12]([C:15]1[CH:46]=[CH:45][C:18]([CH2:19][NH:20][C:21]([C:23]2[C:24](=[O:44])[N:25]([C:34]3[CH:39]=[CH:38][CH:37]=[C:36]([C:40]([F:43])([F:42])[F:41])[CH:35]=3)[C:26]([CH3:33])=[C:27]([C:29]([NH:31][NH2:32])=O)[CH:28]=2)=[O:22])=[CH:17][CH:16]=1)(=[O:14])=[O:13], predict the reaction product. The product is: [CH3:11][S:12]([C:15]1[CH:16]=[CH:17][C:18]([CH2:19][NH:20][C:21]([C:23]2[C:24](=[O:44])[N:25]([C:34]3[CH:39]=[CH:38][CH:37]=[C:36]([C:40]([F:43])([F:41])[F:42])[CH:35]=3)[C:26]([CH3:33])=[C:27]([C:29]3[N:7]([CH3:6])[C:8]([CH3:9])=[N:32][N:31]=3)[CH:28]=2)=[O:22])=[CH:45][CH:46]=1)(=[O:14])=[O:13].